Task: Predict which catalyst facilitates the given reaction.. Dataset: Catalyst prediction with 721,799 reactions and 888 catalyst types from USPTO (1) Product: [CH2:23]([N:15]([CH2:16][C:17]([F:19])([F:18])[F:20])[C:12]1[CH:11]=[CH:10][C:9]([C:3]([OH:8])([C:4]([F:7])([F:6])[F:5])[C:2]([F:21])([F:22])[F:1])=[CH:14][CH:13]=1)[C:24]1[CH:29]=[CH:28][CH:27]=[CH:26][CH:25]=1. Reactant: [F:1][C:2]([F:22])([F:21])[C:3]([C:9]1[CH:14]=[CH:13][C:12]([NH:15][CH2:16][C:17]([F:20])([F:19])[F:18])=[CH:11][CH:10]=1)([OH:8])[C:4]([F:7])([F:6])[F:5].[CH2:23](Br)[C:24]1[CH:29]=[CH:28][CH:27]=[CH:26][CH:25]=1. The catalyst class is: 218. (2) Reactant: [N+:1]([C:4]1[CH:24]=[CH:23][C:22]([N:25]2[CH2:30][CH2:29][CH2:28][CH2:27][CH2:26]2)=[CH:21][C:5]=1[C:6]([NH:8][C:9]1[CH:10]=[N:11][C:12]([C:15]2[CH:20]=[CH:19][CH:18]=[CH:17][CH:16]=2)=[N:13][CH:14]=1)=[O:7])([O-])=O. Product: [NH2:1][C:4]1[CH:24]=[CH:23][C:22]([N:25]2[CH2:30][CH2:29][CH2:28][CH2:27][CH2:26]2)=[CH:21][C:5]=1[C:6]([NH:8][C:9]1[CH:10]=[N:11][C:12]([C:15]2[CH:16]=[CH:17][CH:18]=[CH:19][CH:20]=2)=[N:13][CH:14]=1)=[O:7]. The catalyst class is: 591. (3) Reactant: [Cl:1][C:2]1[N:9]=[CH:8][C:7]([CH2:10][CH3:11])=[CH:6][C:3]=1[CH:4]=[O:5].N1C=CN=C1.[C:17]1(=[O:22])[CH2:21][CH2:20][CH:19]=[CH:18]1. Product: [Cl:1][C:2]1[C:3]([CH:4]([OH:5])[C:18]2[C:17](=[O:22])[CH2:21][CH2:20][CH:19]=2)=[CH:6][C:7]([CH2:10][CH3:11])=[CH:8][N:9]=1. The catalyst class is: 24. (4) Reactant: Cl.[Cl:2][C:3]1[CH:26]=[CH:25][C:6]([C:7]([NH:9][C:10]2[N:14]([CH:15]3[CH2:20][CH2:19][CH2:18][NH:17][CH2:16]3)[C:13]3[CH:21]=[CH:22][CH:23]=[CH:24][C:12]=3[N:11]=2)=[O:8])=[CH:5][CH:4]=1.[C:27](Cl)(=[O:30])[CH:28]=[CH2:29].C([O-])(O)=O.[Na+]. The catalyst class is: 1. Product: [C:27]([N:17]1[CH2:18][CH2:19][CH2:20][CH:15]([N:14]2[C:13]3[CH:21]=[CH:22][CH:23]=[CH:24][C:12]=3[N:11]=[C:10]2[NH:9][C:7](=[O:8])[C:6]2[CH:25]=[CH:26][C:3]([Cl:2])=[CH:4][CH:5]=2)[CH2:16]1)(=[O:30])[CH:28]=[CH2:29]. (5) Reactant: Br[C:2]([CH3:9])([CH3:8])[C:3]([O:5][CH2:6][CH3:7])=[O:4].[CH2:10]([SH:12])[CH3:11].[OH-].[K+]. Product: [CH2:6]([O:5][C:3](=[O:4])[C:2]([S:12][CH2:10][CH3:11])([CH3:9])[CH3:8])[CH3:7]. The catalyst class is: 8. (6) Reactant: [Br:1][C:2]1[C:3]([N:10]2[N:14]=[CH:13][CH:12]=[N:11]2)=[C:4]([N+:7]([O-])=O)[S:5][CH:6]=1.C(O)(=O)C. Product: [Br:1][C:2]1[C:3]([N:10]2[N:14]=[CH:13][CH:12]=[N:11]2)=[C:4]([NH2:7])[S:5][CH:6]=1. The catalyst class is: 150. (7) Reactant: [OH:1][C:2]1[C:11]2[C:6](=[CH:7][C:8]([O:12][C:13]3[CH:18]=[C:17]([F:19])[CH:16]=[C:15]([F:20])[CH:14]=3)=[CH:9][CH:10]=2)[C:5]([CH3:21])=[N:4][C:3]=1[C:22](OC)=[O:23].[NH2:26][CH2:27][C:28]([OH:30])=[O:29].C[O-].[Na+]. Product: [OH:1][C:2]1[C:11]2[C:6](=[CH:7][C:8]([O:12][C:13]3[CH:18]=[C:17]([F:19])[CH:16]=[C:15]([F:20])[CH:14]=3)=[CH:9][CH:10]=2)[C:5]([CH3:21])=[N:4][C:3]=1[C:22]([NH:26][CH2:27][C:28]([OH:30])=[O:29])=[O:23]. The catalyst class is: 5. (8) Product: [CH2:29]([O:36][C:37]1[C:45]([C:46]([F:47])([F:48])[F:49])=[CH:44][C:40]([C:41]([N:3]2[C:4]3[CH:9]=[CH:8][CH:7]=[CH:6][C:5]=3[S:1][CH2:2]2)=[O:42])=[CH:39][C:38]=1[O:50][CH3:51])[C:30]1[CH:31]=[CH:32][CH:33]=[CH:34][CH:35]=1. The catalyst class is: 4. Reactant: [S:1]1[C:5]2[CH:6]=[CH:7][CH:8]=[CH:9][C:4]=2[NH:3][CH2:2]1.NC1C=CC=CC=1S.C=O.C(N(C(C)C)CC)(C)C.[CH2:29]([O:36][C:37]1[C:45]([C:46]([F:49])([F:48])[F:47])=[CH:44][C:40]([C:41](Cl)=[O:42])=[CH:39][C:38]=1[O:50][CH3:51])[C:30]1[CH:35]=[CH:34][CH:33]=[CH:32][CH:31]=1. (9) Reactant: [C:1]([O:4][C@@H:5]1[C@@H:13]([C@@:14]2([CH3:35])[CH2:19][CH2:18][C@H:17]([O:20][Si](C(C)(C)C)(C)C)[CH2:16][C@@H:15]2[CH2:28][CH2:29][N:30]2[CH:34]=[N:33][CH:32]=[N:31]2)[CH2:12][CH2:11][C@@:10]2([CH3:36])[C@H:6]1[CH2:7][CH2:8][C:9]12OCC[O:37]1)(=[O:3])[CH3:2].O. Product: [C:1]([O:4][C@@H:5]1[C@@H:13]([C@@:14]2([CH3:35])[CH2:19][CH2:18][C@H:17]([OH:20])[CH2:16][C@@H:15]2[CH2:28][CH2:29][N:30]2[CH:34]=[N:33][CH:32]=[N:31]2)[CH2:12][CH2:11][C@@:10]2([CH3:36])[C@H:6]1[CH2:7][CH2:8][C:9]2=[O:37])(=[O:3])[CH3:2]. The catalyst class is: 15. (10) Reactant: F[B-](F)(F)F.C([O+:8]([CH2:11][CH3:12])[CH2:9][CH3:10])C.[C:13]([C:15]1[CH:20]=[CH:19][C:18]([CH:21]([C:36]2C(=O)C[CH2:39][CH2:38][C:37]=2[OH:43])[NH:22][C:23]([NH:25][C:26]2[CH:31]=[CH:30][CH:29]=[C:28]([C:32]([F:35])([F:34])[F:33])[CH:27]=2)=[O:24])=[C:17]([F:44])[CH:16]=1)#[N:14].C(N(CC)C(C)C)(C)C.O. Product: [C:13]([C:15]1[CH:20]=[CH:19][C:18]([CH:21]([C:36]2[C:37](=[O:43])[CH2:38][CH2:39][CH2:12][C:11]=2[O:8][CH2:9][CH3:10])[NH:22][C:23]([NH:25][C:26]2[CH:31]=[CH:30][CH:29]=[C:28]([C:32]([F:33])([F:34])[F:35])[CH:27]=2)=[O:24])=[C:17]([F:44])[CH:16]=1)#[N:14]. The catalyst class is: 4.